Dataset: Reaction yield outcomes from USPTO patents with 853,638 reactions. Task: Predict the reaction yield, written as a fraction of the theoretical maximum amount of product (1.0 means a 100% yield; for example, 0.34 means a 34% yield). (1) The reactants are [F:1][C:2]1[CH:31]=[CH:30][C:5]([O:6][C:7]2[CH:8]=[C:9]([CH:27]=[CH:28][CH:29]=2)[CH2:10][NH:11][CH2:12][C:13]2[CH:18]=[CH:17][C:16]([CH2:19][CH2:20][CH2:21][CH2:22][CH2:23][CH2:24][CH2:25][CH3:26])=[CH:15][CH:14]=2)=[CH:4][CH:3]=1.C(N(CC)CC)C.[OH:39][C:40]1[C:45]([Cl:46])=[CH:44][C:43]([Cl:47])=[CH:42][C:41]=1[S:48](Cl)(=[O:50])=[O:49]. The catalyst is C(Cl)Cl. The product is [Cl:46][C:45]1[C:40]([OH:39])=[C:41]([S:48]([N:11]([CH2:10][C:9]2[CH:27]=[CH:28][CH:29]=[C:7]([O:6][C:5]3[CH:4]=[CH:3][C:2]([F:1])=[CH:31][CH:30]=3)[CH:8]=2)[CH2:12][C:13]2[CH:18]=[CH:17][C:16]([CH2:19][CH2:20][CH2:21][CH2:22][CH2:23][CH2:24][CH2:25][CH3:26])=[CH:15][CH:14]=2)(=[O:50])=[O:49])[CH:42]=[C:43]([Cl:47])[CH:44]=1. The yield is 0.160. (2) The reactants are [Cl:1][C:2]1[CH:7]=[C:6]([C:8]2[CH:13]=[CH:12][CH:11]=[C:10]([OH:14])[CH:9]=2)[N:5]=[C:4]([C:15]2[CH:16]=[C:17]([CH:27]=[CH:28][CH:29]=2)[CH2:18][NH:19][C:20](=[O:26])[O:21][C:22]([CH3:25])([CH3:24])[CH3:23])[CH:3]=1.Br[CH:31]([CH2:37][CH3:38])[C:32]([O:34][CH2:35][CH3:36])=[O:33].C(=O)([O-])[O-].[K+].[K+]. The catalyst is CC(C)=O. The product is [C:22]([O:21][C:20]([NH:19][CH2:18][C:17]1[CH:16]=[C:15]([C:4]2[N:5]=[C:6]([C:8]3[CH:9]=[C:10]([CH:11]=[CH:12][CH:13]=3)[O:14][CH:31]([CH2:37][CH3:38])[C:32]([O:34][CH2:35][CH3:36])=[O:33])[CH:7]=[C:2]([Cl:1])[CH:3]=2)[CH:29]=[CH:28][CH:27]=1)=[O:26])([CH3:25])([CH3:24])[CH3:23]. The yield is 0.890. (3) The reactants are [F:1][C:2]([F:25])([F:24])[C:3]1[CH:4]=[C:5]([C:13]2[CH:18]=[CH:17][C:16](/[C:19](/[CH3:23])=[CH:20]/[CH2:21][OH:22])=[CH:15][CH:14]=2)[CH:6]=[C:7]([C:9]([F:12])([F:11])[F:10])[CH:8]=1.[CH2:26]([O:28][C@@H:29]([CH2:35][C:36]1[CH:41]=[CH:40][C:39](O)=[CH:38][CH:37]=1)[C:30]([O:32][CH2:33][CH3:34])=[O:31])[CH3:27]. No catalyst specified. The product is [F:1][C:2]([F:24])([F:25])[C:3]1[CH:4]=[C:5]([C:13]2[CH:14]=[CH:15][C:16](/[C:19](/[CH3:23])=[CH:20]/[CH2:21][O:22][C:39]3[CH:38]=[CH:37][C:36]([CH2:35][C@H:29]([O:28][CH2:26][CH3:27])[C:30]([O:32][CH2:33][CH3:34])=[O:31])=[CH:41][CH:40]=3)=[CH:17][CH:18]=2)[CH:6]=[C:7]([C:9]([F:12])([F:11])[F:10])[CH:8]=1. The yield is 0.810. (4) The reactants are Br[C:2]1[CH:3]=[C:4]([C:8]2[C:22]([C:23]3[CH:28]=[CH:27][N:26]=[C:25]([NH:29][CH:30]4[CH2:34][CH2:33][CH2:32][CH2:31]4)[N:24]=3)=[C:11]3[CH:12]=[CH:13][CH:14]=[C:15]([NH:16][CH:17]4[CH2:21][CH2:20][CH2:19][CH2:18]4)[N:10]3[N:9]=2)[CH:5]=[CH:6][CH:7]=1.[C:35](=[NH:48])([C:42]1[CH:47]=[CH:46][CH:45]=[CH:44][CH:43]=1)[C:36]1[CH:41]=[CH:40][CH:39]=[CH:38][CH:37]=1.C1(P(C2C=CC=CC=2)C2C=CC3C(=CC=CC=3)C=2C2C3C(=CC=CC=3)C=CC=2P(C2C=CC=CC=2)C2C=CC=CC=2)C=CC=CC=1.CC(C)([O-])C.[Na+]. The catalyst is C1(C)C=CC=CC=1.C1C=CC(/C=C/C(/C=C/C2C=CC=CC=2)=O)=CC=1.C1C=CC(/C=C/C(/C=C/C2C=CC=CC=2)=O)=CC=1.C1C=CC(/C=C/C(/C=C/C2C=CC=CC=2)=O)=CC=1.[Pd].[Pd].C(OCC)(=O)C.O. The product is [CH:17]1([NH:16][C:15]2[N:10]3[N:9]=[C:8]([C:4]4[CH:5]=[CH:6][CH:7]=[C:2]([N:48]=[C:35]([C:36]5[CH:41]=[CH:40][CH:39]=[CH:38][CH:37]=5)[C:42]5[CH:47]=[CH:46][CH:45]=[CH:44][CH:43]=5)[CH:3]=4)[C:22]([C:23]4[CH:28]=[CH:27][N:26]=[C:25]([NH:29][CH:30]5[CH2:31][CH2:32][CH2:33][CH2:34]5)[N:24]=4)=[C:11]3[CH:12]=[CH:13][CH:14]=2)[CH2:21][CH2:20][CH2:19][CH2:18]1. The yield is 0.730. (5) The reactants are C([O-])([O-])=O.[K+].[K+].CS(O[CH2:12][CH2:13][C:14]([F:23])([F:22])[C:15]1[CH:20]=[CH:19][C:18]([F:21])=[CH:17][CH:16]=1)(=O)=O.[CH:24]12[CH2:30][CH:27]([CH2:28][CH2:29]1)[CH2:26][CH:25]2[CH2:31][NH:32][C:33](=[O:41])[C:34]1[CH:39]=[CH:38][CH:37]=[N:36][C:35]=1[SH:40].CCCCCC.CC(=O)OCC. The catalyst is CN(C=O)C. The product is [CH:27]12[CH2:30][CH:24]([CH:25]([CH2:31][NH:32][C:33]([C:34]3[C:35]([S:40][CH2:12][CH2:13][C:14]([F:22])([F:23])[C:15]4[CH:16]=[CH:17][C:18]([F:21])=[CH:19][CH:20]=4)=[N:36][CH:37]=[CH:38][CH:39]=3)=[O:41])[CH2:26]1)[CH2:29][CH2:28]2. The yield is 0.530. (6) The reactants are [F:1][C:2]1[CH:22]=[CH:21][C:20]([F:23])=[CH:19][C:3]=1[O:4][C:5]1[CH2:9][N:8]([C@@H:10]([CH2:14][CH:15]([CH3:17])[CH3:16])[C:11]([OH:13])=O)[C:7](=[O:18])[CH:6]=1.C(N(CC)C(C)C)(C)C.F[P-](F)(F)(F)(F)F.N1(O[P+](N(C)C)(N(C)C)N(C)C)C2C=CC=CC=2N=N1.[CH3:60][C:61]1([CH3:73])[O:65][C@H:64]([CH2:66][N:67]2[CH:71]=[CH:70][C:69]([NH2:72])=[N:68]2)[CH2:63][O:62]1. The catalyst is CN(C)C=O.C(OCC)(=O)C. The product is [CH3:60][C:61]1([CH3:73])[O:65][C@H:64]([CH2:66][N:67]2[CH:71]=[CH:70][C:69]([NH:72][C:11](=[O:13])[C@@H:10]([N:8]3[CH2:9][C:5]([O:4][C:3]4[CH:19]=[C:20]([F:23])[CH:21]=[CH:22][C:2]=4[F:1])=[CH:6][C:7]3=[O:18])[CH2:14][CH:15]([CH3:17])[CH3:16])=[N:68]2)[CH2:63][O:62]1. The yield is 0.640. (7) The reactants are [F:1][C:2]1([F:13])[CH2:7][CH2:6][CH:5]([CH2:8][CH2:9][C:10]([OH:12])=O)[CH2:4][CH2:3]1.[C:14]([Mg]Cl)([CH3:17])([CH3:16])[CH3:15].[Cl-].[NH4+].[Br-:22].[Br-].[Br-].C([N+](CCCC)(CCCC)CCCC)CCC.C([N+](CCCC)(CCCC)CCCC)CCC.C([N+](CCCC)(CCCC)CCCC)CCC.C(=O)([O-])O.[Na+]. The catalyst is S(Cl)(Cl)=O. The product is [Br:22][CH:9]([C:10](=[O:12])[C:14]([CH3:17])([CH3:16])[CH3:15])[CH2:8][CH:5]1[CH2:4][CH2:3][C:2]([F:1])([F:13])[CH2:7][CH2:6]1. The yield is 0.810. (8) The reactants are CC1C=CC(S(OCC2CC3C=CC=C(C4C=CC=C(F)C=4)C=3O2)(=O)=O)=CC=1.[N-]=[N+]=[N-].[Na+].N(CC1CC2C=C(Cl)C=C(C3C=CSC=3)C=2O1)=[N+]=[N-].[N:52]([CH2:55][CH:56]1[CH2:60][C:59]2[CH:61]=[CH:62][CH:63]=[C:64]([C:65]3[CH:70]=[CH:69][CH:68]=[C:67]([F:71])[CH:66]=3)[C:58]=2[O:57]1)=[N+]=[N-].[N-]=[N+]=[N-]. The catalyst is [Pd]. The product is [F:71][C:67]1[CH:66]=[C:65]([C:64]2[C:58]3[O:57][CH:56]([CH2:55][NH2:52])[CH2:60][C:59]=3[CH:61]=[CH:62][CH:63]=2)[CH:70]=[CH:69][CH:68]=1. The yield is 0.810.